From a dataset of NCI-60 drug combinations with 297,098 pairs across 59 cell lines. Regression. Given two drug SMILES strings and cell line genomic features, predict the synergy score measuring deviation from expected non-interaction effect. (1) Drug 1: CN(C(=O)NC(C=O)C(C(C(CO)O)O)O)N=O. Drug 2: N.N.Cl[Pt+2]Cl. Cell line: A498. Synergy scores: CSS=36.2, Synergy_ZIP=-8.88, Synergy_Bliss=0.699, Synergy_Loewe=-31.5, Synergy_HSA=0.709. (2) Drug 1: CN(C)N=NC1=C(NC=N1)C(=O)N. Drug 2: CC1=C(C(=CC=C1)Cl)NC(=O)C2=CN=C(S2)NC3=CC(=NC(=N3)C)N4CCN(CC4)CCO. Cell line: NCIH23. Synergy scores: CSS=16.3, Synergy_ZIP=-5.97, Synergy_Bliss=-2.22, Synergy_Loewe=-20.8, Synergy_HSA=-1.22.